This data is from Reaction yield outcomes from USPTO patents with 853,638 reactions. The task is: Predict the reaction yield, written as a fraction of the theoretical maximum amount of product (1.0 means a 100% yield; for example, 0.34 means a 34% yield). The yield is 0.990. The catalyst is C1COCC1.C(OCC)(=O)C. The reactants are [NH2:1][C:2]1[CH:7]=[CH:6][C:5]([C:8]2[N:9]([CH2:22][CH3:23])[C:10]3[C:15]([C:16]=2[C:17]#[N:18])=[CH:14][CH:13]=[C:12]([O:19][CH2:20][CH3:21])[CH:11]=3)=[CH:4][CH:3]=1.CCN(CC)CC.[CH:31]1([C:34](Cl)=[O:35])[CH2:33][CH2:32]1.O. The product is [C:17]([C:16]1[C:15]2[C:10](=[CH:11][C:12]([O:19][CH2:20][CH3:21])=[CH:13][CH:14]=2)[N:9]([CH2:22][CH3:23])[C:8]=1[C:5]1[CH:4]=[CH:3][C:2]([NH:1][C:34]([CH:31]2[CH2:33][CH2:32]2)=[O:35])=[CH:7][CH:6]=1)#[N:18].